Dataset: TCR-epitope binding with 47,182 pairs between 192 epitopes and 23,139 TCRs. Task: Binary Classification. Given a T-cell receptor sequence (or CDR3 region) and an epitope sequence, predict whether binding occurs between them. (1) The epitope is YVLDHLIVV. The TCR CDR3 sequence is CASSGTAYGYTF. Result: 0 (the TCR does not bind to the epitope). (2) The epitope is VLQAVGACV. The TCR CDR3 sequence is CASSPDGYEQYF. Result: 1 (the TCR binds to the epitope). (3) The epitope is GTITSGWTF. The TCR CDR3 sequence is CASTRSTNTEAFF. Result: 1 (the TCR binds to the epitope). (4) The epitope is FLKEKGGL. The TCR CDR3 sequence is CSARDTMTTGGVFYEAFF. Result: 1 (the TCR binds to the epitope). (5) The epitope is DPFRLLQNSQVFS. The TCR CDR3 sequence is CASSAAWGREGPDGTEAFF. Result: 1 (the TCR binds to the epitope). (6) Result: 0 (the TCR does not bind to the epitope). The TCR CDR3 sequence is CASSLGANGHRNTEAFF. The epitope is FTISVTTEIL. (7) The epitope is FLNRFTTTL. The TCR CDR3 sequence is CSVEPSGGYEQYF. Result: 1 (the TCR binds to the epitope).